Predict the reactants needed to synthesize the given product. From a dataset of Full USPTO retrosynthesis dataset with 1.9M reactions from patents (1976-2016). (1) Given the product [F:8][C:9]1[CH:10]=[C:11]([C:16]2[CH2:20][CH:19]([CH2:21][O:22][C:23]3[CH:27]=[CH:26][O:25][N:24]=3)[O:18][N:17]=2)[CH:12]=[CH:13][C:14]=1[N:3]1[CH:7]=[CH:6][N:5]=[CH:4]1, predict the reactants needed to synthesize it. The reactants are: [H-].[Na+].[NH:3]1[CH:7]=[CH:6][N:5]=[CH:4]1.[F:8][C:9]1[CH:10]=[C:11]([C:16]2[CH2:20][CH:19]([CH2:21][O:22][C:23]3[CH:27]=[CH:26][O:25][N:24]=3)[O:18][N:17]=2)[CH:12]=[CH:13][C:14]=1F. (2) The reactants are: [OH:1][CH2:2][CH:3]1[CH2:8][CH2:7][CH:6]([OH:9])[CH2:5][CH2:4]1.[C:10]1([C:16](Cl)([C:23]2[CH:28]=[CH:27][CH:26]=[CH:25][CH:24]=2)[C:17]2[CH:22]=[CH:21][CH:20]=[CH:19][CH:18]=2)[CH:15]=[CH:14][CH:13]=[CH:12][CH:11]=1. Given the product [C:16]([O:1][CH2:2][CH:3]1[CH2:8][CH2:7][CH:6]([OH:9])[CH2:5][CH2:4]1)([C:10]1[CH:15]=[CH:14][CH:13]=[CH:12][CH:11]=1)([C:23]1[CH:24]=[CH:25][CH:26]=[CH:27][CH:28]=1)[C:17]1[CH:18]=[CH:19][CH:20]=[CH:21][CH:22]=1, predict the reactants needed to synthesize it. (3) The reactants are: [NH2:1][C:2]1[N:23]=[C:22]([C:24]#[C:25][CH2:26][O:27][CH3:28])[CH:21]=[CH:20][C:3]=1[C:4]([NH:6][CH2:7][C:8]1[S:9][C:10]([O:13][C:14]2[CH:19]=[CH:18][CH:17]=[CH:16][CH:15]=2)=[CH:11][CH:12]=1)=[O:5].O1CCCC1.N1C2C(=CC=CC=2)C=CC=1. Given the product [NH2:1][C:2]1[N:23]=[C:22](/[CH:24]=[CH:25]\[CH2:26][O:27][CH3:28])[CH:21]=[CH:20][C:3]=1[C:4]([NH:6][CH2:7][C:8]1[S:9][C:10]([O:13][C:14]2[CH:19]=[CH:18][CH:17]=[CH:16][CH:15]=2)=[CH:11][CH:12]=1)=[O:5], predict the reactants needed to synthesize it. (4) Given the product [F:1][C:2]1[CH:3]=[C:4]([CH:5]=[CH:6][C:7]=1[N+:8]([O-:10])=[O:9])[O:11][C:27]1[C:28]2[CH:35]=[C:34]([C:36]3[CH:41]=[CH:40][CH:39]=[CH:38][CH:37]=3)[NH:33][C:29]=2[N:30]=[CH:31][N:32]=1, predict the reactants needed to synthesize it. The reactants are: [F:1][C:2]1[CH:3]=[C:4]([OH:11])[CH:5]=[CH:6][C:7]=1[N+:8]([O-:10])=[O:9].N1C(C)=CC=CC=1C.CN1CCCC1.Cl[C:27]1[C:28]2[CH:35]=[C:34]([C:36]3[CH:41]=[CH:40][CH:39]=[CH:38][CH:37]=3)[NH:33][C:29]=2[N:30]=[CH:31][N:32]=1. (5) Given the product [OH:17][CH2:16][C:13]1[CH:14]=[CH:15][C:10]([CH2:9][CH2:8][N:5]2[CH:6]=[CH:7][C:2]([O:1][CH2:20][C:21]3[C:26]([CH3:27])=[CH:25][CH:24]=[CH:23][N:22]=3)=[CH:3][C:4]2=[O:18])=[CH:11][CH:12]=1, predict the reactants needed to synthesize it. The reactants are: [OH:1][C:2]1[CH:7]=[CH:6][N:5]([CH2:8][CH2:9][C:10]2[CH:15]=[CH:14][C:13]([CH2:16][OH:17])=[CH:12][CH:11]=2)[C:4](=[O:18])[CH:3]=1.Cl[CH2:20][C:21]1[C:26]([CH3:27])=[CH:25][CH:24]=[CH:23][N:22]=1.C(=O)([O-])[O-].[K+].[K+]. (6) The reactants are: [CH2:1]([O:8][C:9]1[N:24]=[CH:23][C:22](I)=[C:21]([O:26][CH2:27][C:28]2[CH:33]=[CH:32][CH:31]=[CH:30][CH:29]=2)[C:10]=1[C:11]([O:13][CH2:14][C:15]1[CH:20]=[CH:19][CH:18]=[CH:17][CH:16]=1)=[O:12])[C:2]1[CH:7]=[CH:6][CH:5]=[CH:4][CH:3]=1.C([Mg]Cl)(C)C.[Li+].[Cl-].B(OC(C)C)(OC(C)C)[O:42]C(C)C.C(OO)(=O)C. Given the product [CH2:1]([O:8][C:9]1[N:24]=[CH:23][C:22]([OH:42])=[C:21]([O:26][CH2:27][C:28]2[CH:33]=[CH:32][CH:31]=[CH:30][CH:29]=2)[C:10]=1[C:11]([O:13][CH2:14][C:15]1[CH:20]=[CH:19][CH:18]=[CH:17][CH:16]=1)=[O:12])[C:2]1[CH:7]=[CH:6][CH:5]=[CH:4][CH:3]=1, predict the reactants needed to synthesize it. (7) Given the product [CH2:29]([S:31]([CH2:34][CH2:35][O:21][N:20]=[CH:19][C:4]1[C:3]([S:22]([CH3:24])=[O:23])=[C:2]([NH2:1])[N:6]([C:7]2[C:12]([Cl:13])=[CH:11][C:10]([C:14]([F:17])([F:16])[F:15])=[CH:9][C:8]=2[Cl:18])[N:5]=1)(=[O:33])=[O:32])[CH3:30], predict the reactants needed to synthesize it. The reactants are: [NH2:1][C:2]1[N:6]([C:7]2[C:12]([Cl:13])=[CH:11][C:10]([C:14]([F:17])([F:16])[F:15])=[CH:9][C:8]=2[Cl:18])[N:5]=[C:4]([CH:19]=[N:20][OH:21])[C:3]=1[S:22]([CH3:24])=[O:23].[O-]CC.[Na+].[CH:29]([S:31]([CH2:34][CH3:35])(=[O:33])=[O:32])=[CH2:30].